Dataset: Forward reaction prediction with 1.9M reactions from USPTO patents (1976-2016). Task: Predict the product of the given reaction. (1) Given the reactants [OH-].[K+].[CH:3]1[C:15]2[NH:14][C:13]3[C:8](=[CH:9][CH:10]=[CH:11][CH:12]=3)[C:7]=2[CH:6]=[CH:5][CH:4]=1.[CH2:16]([CH:18]1[O:20][CH2:19]1)Br, predict the reaction product. The product is: [O:20]1[CH2:19][CH:18]1[CH2:16][N:14]1[C:13]2[CH:12]=[CH:11][CH:10]=[CH:9][C:8]=2[C:7]2[C:15]1=[CH:3][CH:4]=[CH:5][CH:6]=2. (2) Given the reactants CON(C)[C:4]([C:6]1[C:7]([NH2:15])=[N:8][C:9]([S:12][CH2:13][CH3:14])=[N:10][CH:11]=1)=[O:5].[O:17]([C:19]1[CH:24]=[CH:23][C:22]([F:25])=[CH:21][C:20]=1[Li])[CH3:18], predict the reaction product. The product is: [NH2:15][C:7]1[C:6]([C:4]([C:24]2[CH:23]=[C:22]([F:25])[CH:21]=[CH:20][C:19]=2[O:17][CH3:18])=[O:5])=[CH:11][N:10]=[C:9]([S:12][CH2:13][CH3:14])[N:8]=1. (3) Given the reactants Br[C:2]1[C:7]([CH3:8])=[CH:6][CH:5]=[CH:4][N:3]=1.[CH2:9](B(O)O)[CH3:10], predict the reaction product. The product is: [CH2:9]([C:2]1[C:7]([CH3:8])=[CH:6][CH:5]=[CH:4][N:3]=1)[CH3:10]. (4) Given the reactants [C:1]([O:5][C:6]([N:8]1[CH2:13][CH:12]=[C:11](OS(C(F)(F)F)(=O)=O)[CH2:10][CH2:9]1)=[O:7])([CH3:4])([CH3:3])[CH3:2].[Cl-].[Li+].C[Sn](C)C.C[Sn](C)C.Cl[C:33]1[C:38]([C:39]#[N:40])=[CH:37][CH:36]=[CH:35][N:34]=1, predict the reaction product. The product is: [C:39]([C:38]1[C:33]([C:11]2[CH2:10][CH2:9][N:8]([C:6]([O:5][C:1]([CH3:4])([CH3:3])[CH3:2])=[O:7])[CH2:13][CH:12]=2)=[N:34][CH:35]=[CH:36][CH:37]=1)#[N:40]. (5) Given the reactants C(=O)([O-])[O-].[K+].[K+].[C:7]([O:11][C:12]([N:14]1[CH2:19][CH2:18][CH2:17][C@H:16]2[CH2:20][N:21]([C:23]3[C:32]([O:33][CH3:34])=[C:31]4[C:26]([C:27](=[O:41])[C:28]([C:38]([OH:40])=[O:39])=[CH:29][N:30]4[CH:35]4[CH2:37][CH2:36]4)=[CH:25][C:24]=3[F:42])[CH2:22][C@@H:15]12)=[O:13])([CH3:10])([CH3:9])[CH3:8].[CH2:43](Br)[C:44]1[CH:49]=[CH:48][CH:47]=[CH:46][CH:45]=1, predict the reaction product. The product is: [C:7]([O:11][C:12]([N:14]1[CH2:19][CH2:18][CH2:17][C@H:16]2[CH2:20][N:21]([C:23]3[C:32]([O:33][CH3:34])=[C:31]4[C:26]([C:27](=[O:41])[C:28]([C:38]([O:40][CH2:43][C:44]5[CH:49]=[CH:48][CH:47]=[CH:46][CH:45]=5)=[O:39])=[CH:29][N:30]4[CH:35]4[CH2:37][CH2:36]4)=[CH:25][C:24]=3[F:42])[CH2:22][C@@H:15]12)=[O:13])([CH3:10])([CH3:8])[CH3:9]. (6) Given the reactants [C:1](=[O:3])=O.CO.[N:6](C(C)(C)C#N)=NC(C)(C)C#N.C(OC(C)COC)(=O)C.[C:27]([O:32][CH2:33][CH2:34]O)(=[O:31])[C:28]([CH3:30])=[CH2:29].C=CC1C=CC=CC=1.C(OCCCC)(=O)C=C, predict the reaction product. The product is: [C:27]([O:32][CH2:33][CH2:34][N:6]=[C:1]=[O:3])(=[O:31])[C:28]([CH3:30])=[CH2:29].